From a dataset of Full USPTO retrosynthesis dataset with 1.9M reactions from patents (1976-2016). Predict the reactants needed to synthesize the given product. (1) The reactants are: [F:1][C:2]1[CH:7]=[C:6]([F:8])[CH:5]=[CH:4][C:3]=1[N:9]1[N:17]=[C:16]([C:18]([NH:20][NH2:21])=[O:19])[C:15]2[CH:14]3[CH2:22][CH:11]([CH2:12][CH2:13]3)[C:10]1=2.C(N(CC)CC)C.[C:30](Cl)(=O)[C:31]([CH3:34])([CH3:33])[CH3:32].S(Cl)(Cl)=O. Given the product [C:31]([C:34]1[O:19][C:18]([C:16]2[C:15]3[CH:14]4[CH2:22][CH:11]([C:10]=3[N:9]([C:3]3[CH:4]=[CH:5][C:6]([F:8])=[CH:7][C:2]=3[F:1])[N:17]=2)[CH2:12][CH2:13]4)=[N:20][N:21]=1)([CH3:33])([CH3:32])[CH3:30], predict the reactants needed to synthesize it. (2) The reactants are: C([NH:8][C:9]1[CH:14]=[CH:13][C:12]([CH2:15][C:16]2[C:24]3[C:19](=[N:20][CH:21]=[CH:22][CH:23]=3)[N:18]([Si:25]([CH:32]([CH3:34])[CH3:33])([CH:29]([CH3:31])[CH3:30])[CH:26]([CH3:28])[CH3:27])[CH:17]=2)=[CH:11][CH:10]=1)C1C=CC=CC=1.[H][H]. Given the product [CH:32]([Si:25]([CH:26]([CH3:28])[CH3:27])([CH:29]([CH3:31])[CH3:30])[N:18]1[C:19]2=[N:20][CH:21]=[CH:22][CH:23]=[C:24]2[C:16]([CH2:15][C:12]2[CH:11]=[CH:10][C:9]([NH2:8])=[CH:14][CH:13]=2)=[CH:17]1)([CH3:33])[CH3:34], predict the reactants needed to synthesize it. (3) Given the product [N+:15]([C:13]1[N:12]=[C:9]2[N:8]([CH:14]=1)[CH2:7][C@H:6]([NH:5][C:3](=[O:4])[CH2:2][N:29]1[CH2:30][CH2:31][CH:26]([O:25][C:24]3[CH:23]=[CH:22][C:21]([O:20][C:19]([F:18])([F:34])[F:35])=[CH:33][CH:32]=3)[CH2:27][CH2:28]1)[CH2:11][O:10]2)([O-:17])=[O:16], predict the reactants needed to synthesize it. The reactants are: Cl[CH2:2][C:3]([NH:5][C@@H:6]1[CH2:11][O:10][C:9]2=[N:12][C:13]([N+:15]([O-:17])=[O:16])=[CH:14][N:8]2[CH2:7]1)=[O:4].[F:18][C:19]([F:35])([F:34])[O:20][C:21]1[CH:33]=[CH:32][C:24]([O:25][CH:26]2[CH2:31][CH2:30][NH:29][CH2:28][CH2:27]2)=[CH:23][CH:22]=1.